Binary Classification. Given a drug SMILES string, predict its activity (active/inactive) in a high-throughput screening assay against a specified biological target. From a dataset of HIV replication inhibition screening data with 41,000+ compounds from the AIDS Antiviral Screen. (1) The compound is COc1ccc(NC(=O)CC(=O)N2N=C(N(CCC#N)c3ccccc3Cl)CC2c2ccccc2)cc1. The result is 0 (inactive). (2) The molecule is COc1cc(C=CC=C2CCCC(=CC=Cc3ccc(O)c(OC)c3)C2=O)ccc1O. The result is 0 (inactive).